From a dataset of Full USPTO retrosynthesis dataset with 1.9M reactions from patents (1976-2016). Predict the reactants needed to synthesize the given product. (1) Given the product [CH3:1][C:2]1[C:8]([OH:9])=[C:7]([O:10][CH3:11])[C:6]([O:12][CH3:13])=[C:4]([OH:5])[C:3]=1[CH2:14]/[CH:15]=[C:16](/[CH2:18][CH2:19][CH:20]=[C:21]([CH3:23])[CH3:22])\[CH3:17].[CH3:1][C:2]1[C:8](=[O:9])[C:7]([O:10][CH3:11])=[C:6]([O:12][CH3:13])[C:4](=[O:5])[C:3]=1[CH2:14]/[CH:15]=[C:16](/[CH2:18][CH2:19]/[CH:20]=[C:21](/[CH2:23][CH2:24]/[CH:25]=[C:26](/[CH2:28][CH2:29]/[CH:30]=[C:31](/[CH2:33][CH2:34]/[CH:35]=[C:36](/[CH2:38][CH2:39]/[CH:40]=[C:41](/[CH2:43][CH2:44]/[CH:45]=[C:46](/[CH2:48][CH2:49]/[CH:50]=[C:51](/[CH2:53][CH2:54]/[CH:55]=[C:56](/[CH2:58][CH2:59][CH:60]=[C:61]([CH3:63])[CH3:62])\[CH3:57])\[CH3:52])\[CH3:47])\[CH3:42])\[CH3:37])\[CH3:32])\[CH3:27])\[CH3:22])\[CH3:17], predict the reactants needed to synthesize it. The reactants are: [CH3:1][C:2]1[C:8](=[O:9])[C:7]([O:10][CH3:11])=[C:6]([O:12][CH3:13])[C:4](=[O:5])[C:3]=1[CH2:14]/[CH:15]=[C:16](/[CH2:18][CH2:19]/[CH:20]=[C:21](/[CH2:23][CH2:24]/[CH:25]=[C:26](/[CH2:28][CH2:29]/[CH:30]=[C:31](/[CH2:33][CH2:34]/[CH:35]=[C:36](/[CH2:38][CH2:39]/[CH:40]=[C:41](/[CH2:43][CH2:44]/[CH:45]=[C:46](/[CH2:48][CH2:49]/[CH:50]=[C:51](/[CH2:53][CH2:54]/[CH:55]=[C:56](/[CH2:58][CH2:59][CH:60]=[C:61]([CH3:63])[CH3:62])\[CH3:57])\[CH3:52])\[CH3:47])\[CH3:42])\[CH3:37])\[CH3:32])\[CH3:27])\[CH3:22])\[CH3:17].O.S(S([O-])=O)([O-])=O.[Na+].[Na+]. (2) Given the product [Br:2][C:3]1[CH:4]=[CH:5][C:6]([N:9]2[CH2:14][CH2:13][N:12]([S:23]([CH3:22])(=[O:25])=[O:24])[CH2:11][CH2:10]2)=[CH:7][CH:8]=1, predict the reactants needed to synthesize it. The reactants are: Cl.[Br:2][C:3]1[CH:8]=[CH:7][C:6]([N:9]2[CH2:14][CH2:13][NH:12][CH2:11][CH2:10]2)=[CH:5][CH:4]=1.C(N(CC)CC)C.[CH3:22][S:23](Cl)(=[O:25])=[O:24]. (3) Given the product [OH:26][CH2:27][CH:28]([O:43][CH2:44][O:45][CH3:46])[CH2:29][N:30]1[C:35](=[O:36])[CH:34]=[N:33][C:32]2[CH:37]=[CH:38][C:39]([O:41][CH3:42])=[N:40][C:31]1=2, predict the reactants needed to synthesize it. The reactants are: [F-].C([N+](CCCC)(CCCC)CCCC)CCC.[Si]([O:26][CH2:27][CH:28]([O:43][CH2:44][O:45][CH3:46])[CH2:29][N:30]1[C:35](=[O:36])[CH:34]=[N:33][C:32]2[CH:37]=[CH:38][C:39]([O:41][CH3:42])=[N:40][C:31]1=2)(C(C)(C)C)(C)C. (4) Given the product [CH3:12][S:13][C:14]1[CH:19]=[CH:18][C:17]([O:20][CH2:2][C:3](=[O:5])[CH3:4])=[CH:16][CH:15]=1, predict the reactants needed to synthesize it. The reactants are: Cl[CH2:2][C:3](=[O:5])[CH3:4].C(=O)([O-])[O-].[K+].[K+].[CH3:12][S:13][C:14]1[CH:19]=[CH:18][C:17]([OH:20])=[CH:16][CH:15]=1. (5) Given the product [CH3:3][O:4][C:5]1[CH:6]=[CH:7][C:8]([C:11]2[C:19]3[C:18]([NH:20][CH2:21][CH2:22][CH2:23][CH2:24][CH2:25][C:26]([OH:28])=[O:27])=[N:17][CH:16]=[N:15][C:14]=3[O:13][C:12]=2[C:30]2[S:31][CH:32]=[CH:33][CH:34]=2)=[CH:9][CH:10]=1, predict the reactants needed to synthesize it. The reactants are: [OH-].[Na+].[CH3:3][O:4][C:5]1[CH:10]=[CH:9][C:8]([C:11]2[C:19]3[C:18]([NH:20][CH2:21][CH2:22][CH2:23][CH2:24][CH2:25][C:26]([O:28]C)=[O:27])=[N:17][CH:16]=[N:15][C:14]=3[O:13][C:12]=2[C:30]2[S:31][CH:32]=[CH:33][CH:34]=2)=[CH:7][CH:6]=1.Cl.O. (6) The reactants are: [CH3:1][C:2]1[C:11]([NH:12][C:13]2[CH:18]=[CH:17][C:16]([O:19][C:20]([F:23])([F:22])[F:21])=[CH:15][C:14]=2[N+:24]([O-])=O)=[CH:10][CH:9]=[CH:8][C:3]=1[C:4]([O:6][CH3:7])=[O:5]. Given the product [NH2:24][C:14]1[CH:15]=[C:16]([O:19][C:20]([F:22])([F:23])[F:21])[CH:17]=[CH:18][C:13]=1[NH:12][C:11]1[C:2]([CH3:1])=[C:3]([CH:8]=[CH:9][CH:10]=1)[C:4]([O:6][CH3:7])=[O:5], predict the reactants needed to synthesize it. (7) Given the product [Br:1][C:2]1[CH:7]=[CH:6][C:5]([C:8]2[C:41]([Cl:42])=[CH:40][C:11]3[NH:12][C:13]([O:15][C@H:16]4[CH2:25][O:24][C@H:23]([CH2:22][OH:21])[C@@H:18]([OH:19])[CH2:17]4)=[N:14][C:10]=3[CH:9]=2)=[CH:4][CH:3]=1, predict the reactants needed to synthesize it. The reactants are: [Br:1][C:2]1[CH:7]=[CH:6][C:5]([C:8]2[C:41]([Cl:42])=[CH:40][C:11]3[N:12](COCC[Si](C)(C)C)[C:13]([O:15][C@H:16]4[CH2:25][O:24][C@H:23]5[C@@H:18]([O:19]C(C6C=CC=CC=6)[O:21][CH2:22]5)[CH2:17]4)=[N:14][C:10]=3[CH:9]=2)=[CH:4][CH:3]=1.C(O)=O.S([O-])(O)(=O)=O.[K+].[OH-].[Na+].[NH4+].[Cl-]. (8) Given the product [Br:1][C:2]1[C:3](/[CH:13]=[CH:19]/[N:18]2[CH2:20][CH2:24][CH2:17][CH2:16]2)=[C:4]([N+:10]([O-:12])=[O:11])[C:5]([O:8][CH3:9])=[CH:6][CH:7]=1, predict the reactants needed to synthesize it. The reactants are: [Br:1][C:2]1[CH:7]=[CH:6][C:5]([O:8][CH3:9])=[C:4]([N+:10]([O-:12])=[O:11])[C:3]=1[CH3:13].CO[C:16](OC)([N:18]([CH3:20])[CH3:19])[CH3:17].N1CCC[CH2:24]1. (9) Given the product [CH3:1][O:2][CH2:3][CH2:4][NH:5][S:6]([C:9]1[C:14]([Cl:15])=[CH:13][CH:12]=[C:11]([NH2:16])[C:10]=1[OH:19])(=[O:8])=[O:7], predict the reactants needed to synthesize it. The reactants are: [CH3:1][O:2][CH2:3][CH2:4][NH:5][S:6]([C:9]1[C:14]([Cl:15])=[CH:13][CH:12]=[C:11]([N+:16]([O-])=O)[C:10]=1[OH:19])(=[O:8])=[O:7].